Dataset: Full USPTO retrosynthesis dataset with 1.9M reactions from patents (1976-2016). Task: Predict the reactants needed to synthesize the given product. (1) Given the product [OH:20][NH:19][C:1]([C@@H:3]1[CH2:7][CH2:6][CH2:5][N:4]1[C:8]([O:10][CH2:11][C:12]1[CH:17]=[CH:16][CH:15]=[CH:14][CH:13]=1)=[O:9])=[NH:2], predict the reactants needed to synthesize it. The reactants are: [C:1]([C@@H:3]1[CH2:7][CH2:6][CH2:5][N:4]1[C:8]([O:10][CH2:11][C:12]1[CH:17]=[CH:16][CH:15]=[CH:14][CH:13]=1)=[O:9])#[N:2].Cl.[NH2:19][OH:20].C([O-])([O-])=O.[Na+].[Na+]. (2) Given the product [F:1][C:2]([F:21])([F:22])[C:3]1[CH:4]=[C:5]([N:13]([CH3:25])[C:14](=[O:20])[O:15][C:16]([CH3:19])([CH3:17])[CH3:18])[CH:6]=[C:7]([C:9]([F:12])([F:11])[F:10])[CH:8]=1, predict the reactants needed to synthesize it. The reactants are: [F:1][C:2]([F:22])([F:21])[C:3]1[CH:4]=[C:5]([NH:13][C:14](=[O:20])[O:15][C:16]([CH3:19])([CH3:18])[CH3:17])[CH:6]=[C:7]([C:9]([F:12])([F:11])[F:10])[CH:8]=1.[H-].[Na+].[CH3:25]I.O. (3) Given the product [Cl:8][C:9]1[CH:14]=[CH:13][CH:12]=[CH:11][C:10]=1[C@H:15]([O:17][C:18]1[CH:22]=[C:21]([N:23]2[C:27]3[CH:28]=[C:29]([C:32]([F:40])([F:39])[CH:33]4[CH2:34][CH2:35][N:36]([CH3:2])[CH2:37][CH2:38]4)[CH:30]=[CH:31][C:26]=3[N:25]=[CH:24]2)[S:20][C:19]=1[C:41]([NH2:43])=[O:42])[CH3:16], predict the reactants needed to synthesize it. The reactants are: F[C:2](F)(F)C(O)=O.[Cl:8][C:9]1[CH:14]=[CH:13][CH:12]=[CH:11][C:10]=1[C@H:15]([O:17][C:18]1[CH:22]=[C:21]([N:23]2[C:27]3[CH:28]=[C:29]([C:32]([F:40])([F:39])[CH:33]4[CH2:38][CH2:37][NH:36][CH2:35][CH2:34]4)[CH:30]=[CH:31][C:26]=3[N:25]=[CH:24]2)[S:20][C:19]=1[C:41]([NH2:43])=[O:42])[CH3:16].C=O.C(O)(=O)C.C([BH3-])#N.[Na+]. (4) Given the product [Cl:19][C:16]1[CH:17]=[CH:18][C:13]([N:6]2[CH:7]=[C:8]([CH2:9][CH2:10][CH2:11][O:12][C:21]3[CH:26]=[CH:25][CH:24]=[CH:23][C:22]=3[CH2:27][C:28]([O:30][CH3:31])=[O:29])[C:4]([CH:1]([CH3:3])[CH3:2])=[N:5]2)=[N:14][CH:15]=1, predict the reactants needed to synthesize it. The reactants are: [CH:1]([C:4]1[C:8]([CH2:9][CH2:10][CH2:11][OH:12])=[CH:7][N:6]([C:13]2[CH:18]=[CH:17][C:16]([Cl:19])=[CH:15][N:14]=2)[N:5]=1)([CH3:3])[CH3:2].O[C:21]1[CH:26]=[CH:25][CH:24]=[CH:23][C:22]=1[CH2:27][C:28]([O:30][CH3:31])=[O:29].C(P(CCCC)CCCC)CCC.N(C(N1CCCCC1)=O)=NC(N1CCCCC1)=O. (5) Given the product [F:52][C:11]([F:10])([F:51])[C:12]1[CH:13]=[C:14]([C@H:22]([N:24]([CH3:50])[C:25]([N:27]2[CH2:41][CH2:40][C@:30]3([N:34]=[C:8]([O:7][CH3:9])[CH:32]([C:36]([O:38][CH3:39])=[O:37])[CH2:31]3)[CH2:29][C@@H:28]2[C:42]2[CH:47]=[CH:46][C:45]([F:48])=[CH:44][C:43]=2[CH3:49])=[O:26])[CH3:23])[CH:15]=[C:16]([C:18]([F:19])([F:21])[F:20])[CH:17]=1, predict the reactants needed to synthesize it. The reactants are: F[B-](F)(F)F.C[O+:7]([CH3:9])[CH3:8].[F:10][C:11]([F:52])([F:51])[C:12]1[CH:13]=[C:14]([C@H:22]([N:24]([CH3:50])[C:25]([N:27]2[CH2:41][CH2:40][C@:30]3([NH:34]C(=O)[CH:32]([C:36]([O:38][CH3:39])=[O:37])[CH2:31]3)[CH2:29][C@@H:28]2[C:42]2[CH:47]=[CH:46][C:45]([F:48])=[CH:44][C:43]=2[CH3:49])=[O:26])[CH3:23])[CH:15]=[C:16]([C:18]([F:21])([F:20])[F:19])[CH:17]=1. (6) Given the product [CH3:12][C:13]1[CH:20]=[CH:19][C:16](/[CH:17]=[N:9]/[NH:8][C:6]2[CH:5]=[C:4]([NH:10]/[N:11]=[CH:12]/[C:13]3[CH:20]=[CH:19][C:16]([CH3:17])=[CH:15][CH:14]=3)[N:3]=[C:2]([NH2:1])[N:7]=2)=[CH:15][CH:14]=1, predict the reactants needed to synthesize it. The reactants are: [NH2:1][C:2]1[N:7]=[C:6]([NH:8][NH2:9])[CH:5]=[C:4]([NH:10][NH2:11])[N:3]=1.[CH3:12][C:13]1[CH:20]=[CH:19][C:16]([CH:17]=O)=[CH:15][CH:14]=1. (7) Given the product [Cl:1][C:2]1[CH:7]=[CH:6][C:5]([CH2:8][CH2:9][N:10]2[CH2:11][CH2:12][C:13]3([CH2:24][C:23](=[O:25])[C:22]4[C:17](=[CH:18][CH:19]=[C:20](/[CH:26]=[CH:27]/[C:28]([NH:31][O:32][CH:33]5[CH2:38][CH2:37][CH2:36][CH2:35][O:34]5)=[O:29])[CH:21]=4)[O:16]3)[CH2:14][CH2:15]2)=[CH:4][CH:3]=1, predict the reactants needed to synthesize it. The reactants are: [Cl:1][C:2]1[CH:7]=[CH:6][C:5]([CH2:8][CH2:9][N:10]2[CH2:15][CH2:14][C:13]3([CH2:24][C:23](=[O:25])[C:22]4[C:17](=[CH:18][CH:19]=[C:20](/[CH:26]=[CH:27]/[C:28](O)=[O:29])[CH:21]=4)[O:16]3)[CH2:12][CH2:11]2)=[CH:4][CH:3]=1.[NH2:31][O:32][CH:33]1[CH2:38][CH2:37][CH2:36][CH2:35][O:34]1. (8) Given the product [O:24]([C:2]1[CH:9]=[C:8]([S:10]([F:15])([F:14])([F:13])([F:12])[F:11])[CH:7]=[C:4]([C:5]#[N:6])[C:3]=1[C:16]#[N:17])[C:18]1[CH:23]=[CH:22][CH:21]=[CH:20][CH:19]=1, predict the reactants needed to synthesize it. The reactants are: I[C:2]1[CH:9]=[C:8]([S:10]([F:15])([F:14])([F:13])([F:12])[F:11])[CH:7]=[C:4]([C:5]#[N:6])[C:3]=1[C:16]#[N:17].[C:18]1([OH:24])[CH:23]=[CH:22][CH:21]=[CH:20][CH:19]=1.C(=O)([O-])[O-].[Cs+].[Cs+].CN1CCCC1=O. (9) Given the product [OH:18][CH:9]([C:8]1[CH:7]=[CH:6][N:25]2[C:31](=[O:42])[N:32]([CH2:34][O:35][CH2:36][CH2:37][Si:38]([CH3:40])([CH3:39])[CH3:41])[N:33]=[C:24]2[C:3]=1[O:2][CH3:1])[C:10]#[C:11][C:12]1[CH:13]=[CH:14][CH:15]=[CH:16][CH:17]=1, predict the reactants needed to synthesize it. The reactants are: [CH3:1][O:2][C:3]1[C:8]([CH:9]([OH:18])[C:10]#[C:11][C:12]2[CH:17]=[CH:16][CH:15]=[CH:14][CH:13]=2)=[CH:7][CH:6]=C(OC)N=1.COC1[C:24]2[N:25]([C:31](=[O:42])[N:32]([CH2:34][O:35][CH2:36][CH2:37][Si:38]([CH3:41])([CH3:40])[CH3:39])[N:33]=2)C=CC=1C=O. (10) Given the product [CH3:20][C:19]1([CH2:18][C:17]([F:23])([F:22])[F:16])[NH:1][C:2]2[CH:6]=[C:5]([C:7]3[CH:8]=[CH:9][N:10]=[CH:11][CH:12]=3)[S:4][C:3]=2[C:13](=[O:14])[NH:15]1, predict the reactants needed to synthesize it. The reactants are: [NH2:1][C:2]1[CH:6]=[C:5]([C:7]2[CH:12]=[CH:11][N:10]=[CH:9][CH:8]=2)[S:4][C:3]=1[C:13]([NH2:15])=[O:14].[F:16][C:17]([F:23])([F:22])[CH2:18][C:19](=O)[CH3:20].O.C1(C)C=CC(S(O)(=O)=O)=CC=1.C(=O)([O-])O.[Na+].